This data is from Reaction yield outcomes from USPTO patents with 853,638 reactions. The task is: Predict the reaction yield, written as a fraction of the theoretical maximum amount of product (1.0 means a 100% yield; for example, 0.34 means a 34% yield). (1) The reactants are C[O:2][C:3]1[CH:4]=[C:5]2[C:10](=[CH:11][CH:12]=1)[CH:9]=[C:8]([C:13]([C:15]1[CH:16]=[C:17]([CH:20]=[CH:21][C:22]=1[F:23])[C:18]#[N:19])=[O:14])[CH:7]=[CH:6]2.B(Br)(Br)Br. The catalyst is ClCCl. The product is [F:23][C:22]1[CH:21]=[CH:20][C:17]([C:18]#[N:19])=[CH:16][C:15]=1[C:13]([C:8]1[CH:7]=[CH:6][C:5]2[C:10](=[CH:11][CH:12]=[C:3]([OH:2])[CH:4]=2)[CH:9]=1)=[O:14]. The yield is 0.660. (2) The reactants are [Cl-].O[NH3+:3].[C:4](=[O:7])([O-])[OH:5].[Na+].CS(C)=O.[N:13]1([CH:19]([C:21]2[N:22]=[C:23]([CH2:43][CH2:44][CH3:45])[N:24]([CH2:28][C:29]3[CH:34]=[CH:33][C:32]([C:35]4[C:36]([C:41]#[N:42])=[CH:37][CH:38]=[CH:39][CH:40]=4)=[CH:31][CH:30]=3)[C:25](=[O:27])[CH:26]=2)[CH3:20])[CH2:18][CH2:17][O:16][CH2:15][CH2:14]1. The catalyst is C(OCC)(=O)C. The product is [N:13]1([CH:19]([C:21]2[N:22]=[C:23]([CH2:43][CH2:44][CH3:45])[N:24]([CH2:28][C:29]3[CH:34]=[CH:33][C:32]([C:35]4[CH:40]=[CH:39][CH:38]=[CH:37][C:36]=4[C:41]4[NH:3][C:4](=[O:7])[O:5][N:42]=4)=[CH:31][CH:30]=3)[C:25](=[O:27])[CH:26]=2)[CH3:20])[CH2:18][CH2:17][O:16][CH2:15][CH2:14]1. The yield is 0.260. (3) The reactants are CO[C:3](=[O:24])[C:4]1[CH:9]=[CH:8][C:7]([O:10][CH2:11][C:12]2[C:13]([C:18]3[CH:19]=[N:20][CH:21]=[CH:22][CH:23]=3)=[N:14][O:15][C:16]=2[CH3:17])=[N:6][CH:5]=1.COC(=O)C1C=CC(OCC2C(C3C=CC=C(F)C=3)=NOC=2C)=NC=1.[CH:50]1([NH2:53])[CH2:52][CH2:51]1. No catalyst specified. The product is [CH:50]1([NH:53][C:3](=[O:24])[C:4]2[CH:9]=[CH:8][C:7]([O:10][CH2:11][C:12]3[C:13]([C:18]4[CH:19]=[N:20][CH:21]=[CH:22][CH:23]=4)=[N:14][O:15][C:16]=3[CH3:17])=[N:6][CH:5]=2)[CH2:52][CH2:51]1. The yield is 0.830. (4) The reactants are [CH3:1][O:2][C:3]([C:5]1[C:22]([NH:23][C:24]2[CH:29]=[CH:28][C:27]([Br:30])=[CH:26][C:25]=2[Cl:31])=[C:21]([F:32])[C:8]2[N:9]=[CH:10][N:11]([CH2:12][CH2:13][C:14]([O:16]C(C)(C)C)=[O:15])[C:7]=2[CH:6]=1)=[O:4].[C:33]([OH:39])([C:35]([F:38])([F:37])[F:36])=[O:34]. The catalyst is C(Cl)Cl. The product is [OH:39][C:33]([C:35]([F:38])([F:37])[F:36])=[O:34].[CH3:1][O:2][C:3]([C:5]1[C:22]([NH:23][C:24]2[CH:29]=[CH:28][C:27]([Br:30])=[CH:26][C:25]=2[Cl:31])=[C:21]([F:32])[C:8]2[N:9]=[CH:10][N:11]([CH2:12][CH2:13][C:14]([OH:16])=[O:15])[C:7]=2[CH:6]=1)=[O:4]. The yield is 0.880. (5) The reactants are [I:1][C:2]1[CH:3]=[C:4]([CH:8]=[C:9]([N+:11]([O-:13])=[O:12])[CH:10]=1)[C:5]([OH:7])=[O:6].O=S(Cl)Cl.[CH3:18]O. No catalyst specified. The product is [CH3:18][O:6][C:5](=[O:7])[C:4]1[CH:8]=[C:9]([N+:11]([O-:13])=[O:12])[CH:10]=[C:2]([I:1])[CH:3]=1. The yield is 0.990.